Task: Predict the product of the given reaction.. Dataset: Forward reaction prediction with 1.9M reactions from USPTO patents (1976-2016) (1) Given the reactants [F:1][C:2]1[CH:7]=[C:6]([O:8][CH3:9])[CH:5]=[CH:4][C:3]=1[N:10]1[C:14]([C:15](=O)[CH:16]([CH3:20])[CH2:17][CH:18]=O)=[C:13]([C:22]#[N:23])[C:12]([CH3:24])=[N:11]1.[CH3:25][NH2:26], predict the reaction product. The product is: [CH3:25][N:26]1[CH:18]=[CH:17][C:16]([CH3:20])=[C:15]1[C:14]1[N:10]([C:3]2[CH:4]=[CH:5][C:6]([O:8][CH3:9])=[CH:7][C:2]=2[F:1])[N:11]=[C:12]([CH3:24])[C:13]=1[C:22]#[N:23]. (2) Given the reactants [Cl:1][C:2]1[CH:3]=[C:4]2[C:8](=[CH:9][CH:10]=1)[NH:7][C:6]([C:11]([OH:13])=O)=[C:5]2[C:14]1[CH:19]=[CH:18][CH:17]=[CH:16][CH:15]=1.C[O:21][C:22](=[O:41])[CH2:23][CH2:24][C:25]1[CH:30]=[CH:29][C:28]([O:31][C:32]2[CH:37]=[CH:36][CH:35]=[C:34]([CH2:38][NH2:39])[CH:33]=2)=[CH:27][C:26]=1[CH3:40], predict the reaction product. The product is: [Cl:1][C:2]1[CH:3]=[C:4]2[C:8](=[CH:9][CH:10]=1)[NH:7][C:6]([C:11]([NH:39][CH2:38][C:34]1[CH:33]=[C:32]([CH:37]=[CH:36][CH:35]=1)[O:31][C:28]1[CH:29]=[CH:30][C:25]([CH2:24][CH2:23][C:22]([OH:41])=[O:21])=[C:26]([CH3:40])[CH:27]=1)=[O:13])=[C:5]2[C:14]1[CH:15]=[CH:16][CH:17]=[CH:18][CH:19]=1. (3) Given the reactants Cl.[CH:2]1([CH2:5][N:6]([C:11]2[CH:12]=[CH:13][C:14]([O:20][CH2:21][CH2:22][N:23]3[CH2:28][CH2:27][O:26][CH2:25][CH2:24]3)=[C:15]([CH:19]=2)[C:16]([OH:18])=[O:17])[S:7]([CH3:10])(=[O:9])=[O:8])[CH2:4][CH2:3]1.[Cl:29][C:30]1[CH:31]=[N+:32]([O-:55])[CH:33]=[C:34]([Cl:54])[C:35]=1[CH2:36][C@@H:37]([C:39]1[CH:44]=[CH:43][C:42]([O:45][CH:46]([F:48])[F:47])=[C:41]([O:49][CH2:50][CH:51]2[CH2:53][CH2:52]2)[CH:40]=1)O.C(Cl)CCl, predict the reaction product. The product is: [Cl:29][C:30]1[CH:31]=[N+:32]([O-:55])[CH:33]=[C:34]([Cl:54])[C:35]=1[CH2:36][C@@H:37]([C:39]1[CH:44]=[CH:43][C:42]([O:45][CH:46]([F:48])[F:47])=[C:41]([O:49][CH2:50][CH:51]2[CH2:53][CH2:52]2)[CH:40]=1)[O:17][C:16](=[O:18])[C:15]1[CH:19]=[C:11]([N:6]([CH2:5][CH:2]2[CH2:4][CH2:3]2)[S:7]([CH3:10])(=[O:9])=[O:8])[CH:12]=[CH:13][C:14]=1[O:20][CH2:21][CH2:22][N:23]1[CH2:24][CH2:25][O:26][CH2:27][CH2:28]1. (4) Given the reactants [CH2:1]([C:3]1[CH:4]=[C:5](B(O)O)[CH:6]=[CH:7][C:8]=1[O:9][CH3:10])[CH3:2].[O:14]=[C:15]1[CH2:24][CH2:23][CH2:22][C:21]2[CH:20]=[C:19](OS(C(F)(F)F)(=O)=O)[CH:18]=[CH:17][C:16]1=2.C([O-])([O-])=O.[K+].[K+].CCCCCC, predict the reaction product. The product is: [CH2:1]([C:3]1[CH:4]=[C:5]([C:19]2[CH:20]=[C:21]3[C:16](=[CH:17][CH:18]=2)[C:15](=[O:14])[CH2:24][CH2:23][CH2:22]3)[CH:6]=[CH:7][C:8]=1[O:9][CH3:10])[CH3:2]. (5) Given the reactants Br[C:2]1[CH:3]=[CH:4][C:5]2[CH:11]([O:12][C:13]3[CH:18]=[CH:17][C:16]([F:19])=[CH:15][CH:14]=3)[CH2:10][CH2:9][N:8]([CH3:20])[CH2:7][C:6]=2[CH:21]=1.CN[CH2:24][CH2:25][NH:26][CH3:27].P([O-])([O-])([O-])=[O:29].[K+].[K+].[K+].O1CCO[CH2:38][CH2:37]1, predict the reaction product. The product is: [F:19][C:16]1[CH:17]=[CH:18][C:13]([O:12][CH:11]2[CH2:10][CH2:9][N:8]([CH3:20])[CH2:7][C:6]3[CH:21]=[C:2]([N:26]4[CH:27]=[CH:38][CH:37]=[CH:24][C:25]4=[O:29])[CH:3]=[CH:4][C:5]2=3)=[CH:14][CH:15]=1. (6) Given the reactants [Br:1][C:2]1[CH:3]=[CH:4][C:5]([C:12](Cl)=[N:13][OH:14])=[C:6]2[C:10]=1[O:9][C:8]([CH3:11])=[N:7]2.[Cl:16][C:17]1[CH:22]=[C:21]([C:23]([C:25]([F:28])([F:27])[F:26])=[CH2:24])[CH:20]=[C:19]([Cl:29])[CH:18]=1.C(=O)([O-])O.[Na+], predict the reaction product. The product is: [Br:1][C:2]1[C:10]2[O:9][C:8]([CH3:11])=[N:7][C:6]=2[C:5]([C:12]2[CH2:24][C:23]([C:21]3[CH:20]=[C:19]([Cl:29])[CH:18]=[C:17]([Cl:16])[CH:22]=3)([C:25]([F:26])([F:28])[F:27])[O:14][N:13]=2)=[CH:4][CH:3]=1.